From a dataset of Reaction yield outcomes from USPTO patents with 853,638 reactions. Predict the reaction yield, written as a fraction of the theoretical maximum amount of product (1.0 means a 100% yield; for example, 0.34 means a 34% yield). (1) The reactants are [C:1]([O:5][C:6]([NH:8][CH:9]1[C:27](=[O:28])[N:26]2[CH:22]([CH2:23][CH:24]([O:29][C:30]3[C:39]4[C:34](=[CH:35][CH:36]=[CH:37][CH:38]=4)[N:33]=[CH:32][CH:31]=3)[CH2:25]2)[C:21](=[O:40])[NH:20][C:19]2([C:41](O)=[O:42])[CH:17]([CH2:18]2)[CH:16]=[CH:15][CH2:14][CH2:13][CH2:12][CH2:11][CH2:10]1)=[O:7])([CH3:4])([CH3:3])[CH3:2].[CH3:44][S:45]([NH2:48])(=[O:47])=[O:46]. No catalyst specified. The product is [C:1]([O:5][C:6](=[O:7])[NH:8][C@@H:9]1[C:27](=[O:28])[N:26]2[C@@H:22]([CH2:23][C@@H:24]([O:29][C:30]3[C:39]4[C:34](=[CH:35][CH:36]=[CH:37][CH:38]=4)[N:33]=[CH:32][CH:31]=3)[CH2:25]2)[C:21](=[O:40])[NH:20][C@@:19]2([C:41]([NH:48][S:45]([CH3:44])(=[O:47])=[O:46])=[O:42])[C@@H:17]([CH2:18]2)[CH:16]=[CH:15][CH2:14][CH2:13][CH2:12][CH2:11][CH2:10]1)([CH3:2])([CH3:4])[CH3:3]. The yield is 0.200. (2) The yield is 0.130. The product is [NH2:2][C:3]1[C:4]2[C:14]([O:15][CH2:16][C:17]3([NH:23][C:30](=[O:31])[C:29]4[CH:33]=[CH:34][N:35]=[C:27]([N:26]([CH3:25])[CH3:36])[CH:28]=4)[CH2:22][CH2:21][CH2:20][CH2:19][CH2:18]3)=[CH:13][CH:12]=[CH:11][C:5]=2[NH:6][S:7](=[O:10])(=[O:9])[N:8]=1. No catalyst specified. The reactants are Cl.[NH2:2][C:3]1[C:4]2[C:14]([O:15][CH2:16][C:17]3([NH2:23])[CH2:22][CH2:21][CH2:20][CH2:19][CH2:18]3)=[CH:13][CH:12]=[CH:11][C:5]=2[NH:6][S:7](=[O:10])(=[O:9])[N:8]=1.Cl.[CH3:25][N:26]([CH3:36])[C:27]1[CH:28]=[C:29]([CH:33]=[CH:34][N:35]=1)[C:30](O)=[O:31]. (3) The reactants are [C:1]([NH:4][C:5]1[C:6]([Cl:15])=[CH:7][C:8]([Cl:14])=[C:9]([CH:13]=1)[C:10]([OH:12])=[O:11])(=[O:3])[CH3:2].OS(O)(=O)=O.[N+:21]([O-])([OH:23])=[O:22]. No catalyst specified. The product is [C:1]([NH:4][C:5]1[C:13]([N+:21]([O-:23])=[O:22])=[C:9]([C:8]([Cl:14])=[CH:7][C:6]=1[Cl:15])[C:10]([OH:12])=[O:11])(=[O:3])[CH3:2]. The yield is 0.810. (4) The reactants are [F:1][C:2]1[CH:11]=[C:10]2[C:5]([CH2:6][CH2:7][C:8](=[O:12])[NH:9]2)=[CH:4][CH:3]=1.[H-].[Na+].Br[CH2:16][CH2:17][CH2:18]Cl.[CH2:20]([CH:24]1[CH2:29][CH2:28][NH:27][CH2:26][CH2:25]1)[CH2:21][CH2:22][CH3:23].C([O-])([O-])=O.[K+].[K+]. The catalyst is CN(C=O)C. The product is [CH2:20]([CH:24]1[CH2:29][CH2:28][N:27]([CH2:16][CH2:17][CH2:18][N:9]2[C:10]3[C:5](=[CH:4][CH:3]=[C:2]([F:1])[CH:11]=3)[CH2:6][CH2:7][C:8]2=[O:12])[CH2:26][CH2:25]1)[CH2:21][CH2:22][CH3:23]. The yield is 0.370. (5) The reactants are [CH3:1][CH:2]1[O:7][CH:6]([CH3:8])[CH2:5][N:4]([C:9]2[N:14]=[C:13]([C:15]3[CH:19]=[CH:18][O:17][C:16]=3[CH3:20])[CH:12]=[CH:11][N:10]=2)[CH2:3]1.[Br:21]N1C(=O)CCC1=O. The catalyst is C(Cl)(Cl)Cl.O. The product is [Br:21][C:12]1[C:13]([C:15]2[CH:19]=[CH:18][O:17][C:16]=2[CH3:20])=[N:14][C:9]([N:4]2[CH2:3][C@H:2]([CH3:1])[O:7][C@H:6]([CH3:8])[CH2:5]2)=[N:10][CH:11]=1. The yield is 0.760. (6) The reactants are [Na].[CH3:2][O:3][C:4](=[O:26])[CH2:5][N:6]1[C:14](=[O:15])[C:13]2[C:8](=[CH:9][CH:10]=[C:11]([O:16][C:17]3[C:22]([CH3:23])=[CH:21][CH:20]=[CH:19][C:18]=3[CH3:24])[CH:12]=2)[C:7]1=[O:25].Cl.CCOC(C)=O.[CH2:34](O)[CH2:35][CH2:36]C. No catalyst specified. The product is [CH2:2]([O:3][C:4]([C:5]1[N:6]=[C:7]([OH:25])[C:8]2[C:13]([C:14]=1[OH:15])=[CH:12][C:11]([O:16][C:17]1[C:22]([CH3:23])=[CH:21][CH:20]=[CH:19][C:18]=1[CH3:24])=[CH:10][CH:9]=2)=[O:26])[CH2:34][CH2:35][CH3:36]. The yield is 0.430.